Predict the product of the given reaction. From a dataset of Forward reaction prediction with 1.9M reactions from USPTO patents (1976-2016). (1) The product is: [F:12][C:4]1[CH:5]=[CH:6][C:7]([N+:9]([O-:11])=[O:10])=[CH:8][C:3]=1[CH:1]=[CH2:2]. Given the reactants [C:1]([C:3]1[CH:8]=[C:7]([N+:9]([O-:11])=[O:10])[CH:6]=[CH:5][C:4]=1[F:12])#[CH:2], predict the reaction product. (2) Given the reactants [CH3:1][C@@H:2]1[C:16](=[O:17])[NH:15][C:14]2[CH:18]=[CH:19][CH:20]=[CH:21][C:13]=2[CH:12]=[CH:11][CH2:10][CH2:9][CH2:8][C:7](=[O:22])[NH:6][CH2:5][C:4](=[O:23])[NH:3]1, predict the reaction product. The product is: [CH3:1][C@@H:2]1[C:16](=[O:17])[NH:15][C:14]2[CH:18]=[CH:19][CH:20]=[CH:21][C:13]=2[CH2:12][CH2:11][CH2:10][CH2:9][CH2:8][C:7](=[O:22])[NH:6][CH2:5][C:4](=[O:23])[NH:3]1. (3) The product is: [CH2:1]([N:8]1[C:15]2[CH:16]=[C:17]([CH:32]([C:31]3[CH:34]=[C:27]([Br:26])[CH:28]=[CH:29][C:30]=3[Cl:35])[OH:33])[CH:18]=[CH:19][C:14]=2[O:13][C:10]2([CH2:12][CH2:11]2)[CH2:9]1)[C:2]1[CH:3]=[CH:4][CH:5]=[CH:6][CH:7]=1. Given the reactants [CH2:1]([N:8]1[C:15]2[CH:16]=[C:17](Br)[CH:18]=[CH:19][C:14]=2[O:13][C:10]2([CH2:12][CH2:11]2)[CH2:9]1)[C:2]1[CH:7]=[CH:6][CH:5]=[CH:4][CH:3]=1.[Li]CCCC.[Br:26][C:27]1[CH:28]=[CH:29][C:30]([Cl:35])=[C:31]([CH:34]=1)[CH:32]=[O:33], predict the reaction product.